This data is from Peptide-MHC class I binding affinity with 185,985 pairs from IEDB/IMGT. The task is: Regression. Given a peptide amino acid sequence and an MHC pseudo amino acid sequence, predict their binding affinity value. This is MHC class I binding data. (1) The peptide sequence is QGKQHLHSL. The MHC is HLA-A30:01 with pseudo-sequence HLA-A30:01. The binding affinity (normalized) is 0.0847. (2) The peptide sequence is FLHEMDVVSL. The MHC is HLA-A02:03 with pseudo-sequence HLA-A02:03. The binding affinity (normalized) is 0.714. (3) The peptide sequence is QKLVGVLNW. The MHC is Mamu-B17 with pseudo-sequence Mamu-B17. The binding affinity (normalized) is 0.153. (4) The peptide sequence is HSGFIYFGK. The MHC is HLA-B27:03 with pseudo-sequence HLA-B27:03. The binding affinity (normalized) is 0.0847. (5) The peptide sequence is TSTLQEQIGW. The MHC is HLA-A68:01 with pseudo-sequence HLA-A68:01. The binding affinity (normalized) is 0. (6) The peptide sequence is HSVGFDYVY. The MHC is HLA-A24:02 with pseudo-sequence HLA-A24:02. The binding affinity (normalized) is 0. (7) The peptide sequence is MPEWANFK. The MHC is H-2-Kb with pseudo-sequence H-2-Kb. The binding affinity (normalized) is 0.0932. (8) The peptide sequence is LVGKLNWASQIY. The MHC is HLA-A01:01 with pseudo-sequence HLA-A01:01. The binding affinity (normalized) is 0.0165. (9) The peptide sequence is DTWHGFKNM. The MHC is HLA-B08:01 with pseudo-sequence HLA-B08:01. The binding affinity (normalized) is 0.0847.